From a dataset of Catalyst prediction with 721,799 reactions and 888 catalyst types from USPTO. Predict which catalyst facilitates the given reaction. (1) Reactant: [NH2:1][N:2]1[C:11](=[O:12])[C:10]2[C:5](=[N:6][CH:7]=[CH:8][N:9]=2)[N:4]=[C:3]1[C:13]1[CH:18]=[CH:17][C:16]([F:19])=[CH:15][CH:14]=1.[H-].[Na+].Br[CH2:23][C:24]1[CH:29]=[CH:28][C:27]([Cl:30])=[CH:26][CH:25]=1.CO. Product: [Cl:30][C:27]1[CH:28]=[CH:29][C:24]([CH2:23][NH:1][N:2]2[C:11](=[O:12])[C:10]3[C:5](=[N:6][CH:7]=[CH:8][N:9]=3)[N:4]=[C:3]2[C:13]2[CH:18]=[CH:17][C:16]([F:19])=[CH:15][CH:14]=2)=[CH:25][CH:26]=1. The catalyst class is: 3. (2) Reactant: [Br:1][C:2]1[CH:7]=[C:6]([C:8]([F:11])([F:10])[F:9])[C:5]([O:12][CH3:13])=[CH:4][C:3]=1[CH3:14].N(C(C)(C)C#N)=NC(C)(C)C#N.[Br:27]N1C(=O)CCC1=O. Product: [Br:1][C:2]1[CH:7]=[C:6]([C:8]([F:10])([F:11])[F:9])[C:5]([O:12][CH3:13])=[CH:4][C:3]=1[CH2:14][Br:27]. The catalyst class is: 53. (3) Reactant: Cl.N[C@@H]1C[C@H](NC2C(C)=NC3C(N=2)=C([C:18]2[NH:26][C:25]4[CH2:24][CH2:23][NH:22][C:21](=[O:27])[C:20]=4[CH:19]=2)C=CC=3)C1.ClC(Cl)(Cl)S(OCC(F)(F)F)(=O)=O.CCN(C(C)C)C(C)C. Product: [NH:26]1[C:25]2[CH2:24][CH2:23][NH:22][C:21](=[O:27])[C:20]=2[CH:19]=[CH:18]1. The catalyst class is: 118. (4) Reactant: [Cl-].[NH4+:2].C[Al](C)C.[F:7][C:8]([F:27])([F:26])[C:9]1[CH:14]=[CH:13][C:12]([CH:15]2[CH2:20][CH2:19][N:18]([CH2:21][CH2:22][CH2:23][C:24]#[N:25])[CH2:17][CH2:16]2)=[CH:11][CH:10]=1. The catalyst class is: 648. Product: [F:27][C:8]([F:26])([F:7])[C:9]1[CH:10]=[CH:11][C:12]([CH:15]2[CH2:16][CH2:17][N:18]([CH2:21][CH2:22][CH2:23][C:24]([NH2:2])=[NH:25])[CH2:19][CH2:20]2)=[CH:13][CH:14]=1. (5) Reactant: Cl[C:2]1[C:11]2[C:6](=[CH:7][CH:8]=[CH:9][C:10]=2[F:12])[N:5]=[C:4]([C:13]2[CH:18]=[CH:17][CH:16]=[CH:15][C:14]=2[F:19])[C:3]=1[CH3:20].[O:21]1[CH2:26][CH2:25][N:24]([C:27]2[CH:32]=[CH:31][C:30]([N:33]3[CH2:38][CH2:37][O:36][CH2:35][CH2:34]3)=[CH:29][C:28]=2[NH2:39])[CH2:23][CH2:22]1.Cl.O1CCOCC1. Product: [N:24]1([C:27]2[CH:32]=[CH:31][C:30]([N:33]3[CH2:34][CH2:35][O:36][CH2:37][CH2:38]3)=[CH:29][C:28]=2[NH:39][C:2]2[C:11]3[C:6](=[CH:7][CH:8]=[CH:9][C:10]=3[F:12])[N:5]=[C:4]([C:13]3[CH:18]=[CH:17][CH:16]=[CH:15][C:14]=3[F:19])[C:3]=2[CH3:20])[CH2:25][CH2:26][O:21][CH2:22][CH2:23]1. The catalyst class is: 5. (6) Reactant: CCN(C(C)C)C(C)C.[OH:10][C:11]1[CH:19]=[CH:18][C:14]([C:15]([OH:17])=O)=[CH:13][CH:12]=1.CCN=C=NCCCN(C)C.C1C=CC2N(O)N=NC=2C=1.Cl.[CH2:42]([O:44][C:45](=[O:48])[CH2:46][NH2:47])[CH3:43]. Product: [CH2:42]([O:44][C:45](=[O:48])[CH2:46][NH:47][C:15](=[O:17])[C:14]1[CH:13]=[CH:12][C:11]([OH:10])=[CH:19][CH:18]=1)[CH3:43]. The catalyst class is: 18.